Dataset: CYP3A4 inhibition data for predicting drug metabolism from PubChem BioAssay. Task: Regression/Classification. Given a drug SMILES string, predict its absorption, distribution, metabolism, or excretion properties. Task type varies by dataset: regression for continuous measurements (e.g., permeability, clearance, half-life) or binary classification for categorical outcomes (e.g., BBB penetration, CYP inhibition). Dataset: cyp3a4_veith. (1) The molecule is O=C(/C=C/c1ccccc1Cl)Nc1ccncc1. The result is 1 (inhibitor). (2) The molecule is CCc1cc(C(=O)OC)c(NC(=O)CCCC(=O)O)s1. The result is 0 (non-inhibitor).